Predict the reaction yield, written as a fraction of the theoretical maximum amount of product (1.0 means a 100% yield; for example, 0.34 means a 34% yield). From a dataset of Reaction yield outcomes from USPTO patents with 853,638 reactions. (1) The reactants are [CH:1]([NH2:4])([CH3:3])[CH3:2].C[Al](C)C.C[O:10][C:11]([C:13]1[S:17][C:16](/[CH:18]=[CH:19]/[C:20]2[C:21]([CH2:26][CH2:27][CH2:28][CH3:29])=[N:22][O:23][C:24]=2[CH3:25])=[N:15][C:14]=1[CH3:30])=O. The catalyst is O1CCOCC1.C1(C)C=CC=CC=1. The product is [CH:1]([NH:4][C:11]([C:13]1[S:17][C:16](/[CH:18]=[CH:19]/[C:20]2[C:21]([CH2:26][CH2:27][CH2:28][CH3:29])=[N:22][O:23][C:24]=2[CH3:25])=[N:15][C:14]=1[CH3:30])=[O:10])([CH3:3])[CH3:2]. The yield is 0.680. (2) The yield is 0.510. The catalyst is O.C(OCC)C. The reactants are [CH3:1][O:2][C:3]1[C:4]([S:15](F)(=[O:17])=[O:16])=[CH:5][C:6]2[CH2:12][CH2:11][N:10]([CH3:13])[CH2:9][CH2:8][C:7]=2[CH:14]=1.O1CCCC1.[F:24][C:25]1[CH:30]=[CH:29][C:28]([Mg]Br)=[CH:27][CH:26]=1.O.O.O.O.C(C(C(C([O-])=O)O)O)([O-])=O.[K+].[Na+]. The product is [F:24][C:25]1[CH:30]=[CH:29][C:28]([S:15]([C:4]2[C:3]([O:2][CH3:1])=[CH:14][C:7]3[CH2:8][CH2:9][N:10]([CH3:13])[CH2:11][CH2:12][C:6]=3[CH:5]=2)(=[O:17])=[O:16])=[CH:27][CH:26]=1.